This data is from Catalyst prediction with 721,799 reactions and 888 catalyst types from USPTO. The task is: Predict which catalyst facilitates the given reaction. Reactant: [Br-].[Mg+2].[Br-].C1([Li])C=CC=CC=1.CC(C)([O-])C.[Li+].COC1C=CC(C#N)=CC=1.CCCCCCCCCCCCC.[CH3:40][O:41][C:42]1[CH:55]=[CH:54][C:45]([C:46](=N)[C:47]2[CH:52]=[CH:51][CH:50]=[CH:49]C=2)=[CH:44][CH:43]=1. Product: [C:46]1([C:45]2[CH:44]=[CH:43][C:42]([O:41][CH3:40])=[CH:55][CH:54]=2)[CH:47]=[CH:52][CH:51]=[CH:50][CH:49]=1. The catalyst class is: 1.